Dataset: Forward reaction prediction with 1.9M reactions from USPTO patents (1976-2016). Task: Predict the product of the given reaction. (1) The product is: [Br-:27].[O:30]=[C:29]([C:31]1[CH:36]=[CH:35][CH:34]=[CH:33][CH:32]=1)[CH2:28][N+:1]12[CH2:6][CH2:5][CH:4]([CH2:7][CH2:8]1)[C@@H:3]([O:9][C:10](=[O:26])[CH:11]([C:19]1[CH:20]=[CH:21][C:22]([CH3:25])=[CH:23][C:24]=1[C:19]1[CH:24]=[CH:23][CH:22]=[CH:21][CH:20]=1)[NH2:18])[CH2:2]2. Given the reactants [N:1]12[CH2:8][CH2:7][CH:4]([CH2:5][CH2:6]1)[C@@H:3]([O:9][C:10](=[O:26])[C:11]([C:19]1[CH:24]=[CH:23][C:22]([CH3:25])=[CH:21][CH:20]=1)([NH2:18])C1C=CC=CC=1)[CH2:2]2.[Br:27][CH2:28][C:29]([C:31]1[CH:36]=[CH:35][CH:34]=[CH:33][CH:32]=1)=[O:30], predict the reaction product. (2) Given the reactants Br[C:2]1[CH:11]=[CH:10][C:5]([C:6]([O:8][CH3:9])=[O:7])=[C:4]([Cl:12])[CH:3]=1.[K+].[CH:14]([B-](F)(F)F)=[CH2:15], predict the reaction product. The product is: [Cl:12][C:4]1[CH:3]=[C:2]([CH:14]=[CH2:15])[CH:11]=[CH:10][C:5]=1[C:6]([O:8][CH3:9])=[O:7]. (3) Given the reactants [CH2:1]([CH2:15][C:16]([NH:18][CH2:19][CH:20](O)[CH2:21][O:22][C:23]([C:36]1[CH:41]=[CH:40][CH:39]=[CH:38][CH:37]=1)([C:30]1[CH:35]=[CH:34][CH:33]=[CH:32][CH:31]=1)[C:24]1[CH:29]=[CH:28][CH:27]=[CH:26][CH:25]=1)=[S:17])[CH2:2][CH2:3][CH2:4][CH2:5][CH2:6][CH2:7][CH2:8][CH2:9][CH2:10][CH2:11][CH2:12][CH2:13][CH3:14].N1C=CN=C1.C1(P(C2C=CC=CC=2)C2C=CC=CC=2)C=CC=CC=1.[I:67]I.S(=O)(O)[O-].[Na+], predict the reaction product. The product is: [I:67][CH:20]([CH2:19][NH:18][C:16](=[S:17])[CH2:15][CH2:1][CH2:2][CH2:3][CH2:4][CH2:5][CH2:6][CH2:7][CH2:8][CH2:9][CH2:10][CH2:11][CH2:12][CH2:13][CH3:14])[CH2:21][O:22][C:23]([C:36]1[CH:41]=[CH:40][CH:39]=[CH:38][CH:37]=1)([C:30]1[CH:35]=[CH:34][CH:33]=[CH:32][CH:31]=1)[C:24]1[CH:29]=[CH:28][CH:27]=[CH:26][CH:25]=1. (4) Given the reactants [CH2:1]([O:8][C:9]([N:11]1[CH2:16][CH2:15][C:14]2[O:17][C:18]([C:20](=[O:25])[NH:21][CH2:22][CH:23]=O)=[N:19][C:13]=2[CH2:12]1)=[O:10])[C:2]1[CH:7]=[CH:6][CH:5]=[CH:4][CH:3]=1.C1C=CC(P(C2C=CC=CC=2)C2C=CC=CC=2)=CC=1.II.P(C1C=CC=CC=1)(C1C=CC=CC=1)(C1C=CC=CC=1)=O, predict the reaction product. The product is: [CH2:1]([O:8][C:9]([N:11]1[CH2:16][CH2:15][C:14]2[O:17][C:18]([C:20]3[O:25][CH:23]=[CH:22][N:21]=3)=[N:19][C:13]=2[CH2:12]1)=[O:10])[C:2]1[CH:3]=[CH:4][CH:5]=[CH:6][CH:7]=1.